Predict the reaction yield, written as a fraction of the theoretical maximum amount of product (1.0 means a 100% yield; for example, 0.34 means a 34% yield). From a dataset of Reaction yield outcomes from USPTO patents with 853,638 reactions. The reactants are [Cl:1][C:2]1[CH:3]=[C:4]([CH:27]=[CH:28][C:29]=1[Cl:30])[CH2:5][C:6]1[N:7]=[C:8]([N:21]2[CH2:26][CH2:25][O:24][CH2:23][CH2:22]2)[S:9][C:10]=1[C:11]([NH:13][O:14]C1CCCCO1)=[O:12].FC(F)(F)C(O)=O. The catalyst is C(Cl)Cl. The product is [Cl:1][C:2]1[CH:3]=[C:4]([CH:27]=[CH:28][C:29]=1[Cl:30])[CH2:5][C:6]1[N:7]=[C:8]([N:21]2[CH2:22][CH2:23][O:24][CH2:25][CH2:26]2)[S:9][C:10]=1[C:11]([NH:13][OH:14])=[O:12]. The yield is 0.421.